From a dataset of Catalyst prediction with 721,799 reactions and 888 catalyst types from USPTO. Predict which catalyst facilitates the given reaction. (1) Reactant: [CH2:1]([C:3]1[CH:8]=[CH:7][CH:6]=[CH:5][C:4]=1[NH:9][C:10]1[C:19]2[C:14](=[CH:15][C:16]([O:21][CH3:22])=[C:17]([OH:20])[CH:18]=2)[N:13]=[CH:12][C:11]=1[C:23]([NH2:25])=[O:24])[CH3:2].[C:26]([O-:29])([O-])=O.[Cs+].[Cs+].C[N:33]1[C:37](=O)[CH2:36][CH2:35][CH2:34]1.[CH:39]1(N)CC1. Product: [CH:37]1([NH:33][CH2:34][CH:26]([OH:29])[CH2:39][O:20][C:17]2[CH:18]=[C:19]3[C:14](=[CH:15][C:16]=2[O:21][CH3:22])[N:13]=[CH:12][C:11]([C:23]([NH2:25])=[O:24])=[C:10]3[NH:9][C:4]2[CH:5]=[CH:6][CH:7]=[CH:8][C:3]=2[CH2:1][CH3:2])[CH2:36][CH2:35]1. The catalyst class is: 6. (2) Reactant: [CH3:1][C:2]([O:5][C:6]([N:8]1[CH2:14][CH2:13][C:12]2[CH:15]=[CH:16][C:17]([CH2:19][O:20][C:21]3[N:26]=[N:25][C:24]([C:27]([OH:29])=O)=[CH:23][CH:22]=3)=[CH:18][C:11]=2[CH2:10][CH2:9]1)=[O:7])([CH3:4])[CH3:3].O=[C:31](N1C=CN=C1)[N:32]1C=CN=C1.CN. Product: [CH3:31][NH:32][C:27]([C:24]1[N:25]=[N:26][C:21]([O:20][CH2:19][C:17]2[CH:16]=[CH:15][C:12]3[CH2:13][CH2:14][N:8]([C:6]([O:5][C:2]([CH3:1])([CH3:4])[CH3:3])=[O:7])[CH2:9][CH2:10][C:11]=3[CH:18]=2)=[CH:22][CH:23]=1)=[O:29]. The catalyst class is: 54. (3) Reactant: Cl[C:2]1C=C(C=CC=1)C(OO)=O.CS[C:14]1[N:15]=[CH:16][C:17]2[S:22][C:21]([C:23]([O:25][CH3:26])=[O:24])=[C:20]([C:27]3[CH:32]=[CH:31][CH:30]=[CH:29][CH:28]=3)[C:18]=2[N:19]=1.[S:33]([O-:37])([O-])(=[O:35])=S.[Na+].[Na+]. Product: [CH3:2][S:33]([C:14]1[N:15]=[CH:16][C:17]2[S:22][C:21]([C:23]([O:25][CH3:26])=[O:24])=[C:20]([C:27]3[CH:32]=[CH:31][CH:30]=[CH:29][CH:28]=3)[C:18]=2[N:19]=1)(=[O:37])=[O:35]. The catalyst class is: 4. (4) Reactant: [NH2:1][C:2]1[CH:3]=[CH:4][C:5]([F:26])=[C:6]([C:8]([C:10]2[CH:11]=[C:12]3[C:17](=[CH:18][CH:19]=2)[N:16]=[CH:15][C:14]([N:20]2[CH2:25][CH2:24][NH:23][CH2:22][CH2:21]2)=[N:13]3)=[O:9])[CH:7]=1.[CH3:27][C:28]([O:31][C:32](O[C:32]([O:31][C:28]([CH3:30])([CH3:29])[CH3:27])=[O:33])=[O:33])([CH3:30])[CH3:29]. Product: [NH2:1][C:2]1[CH:3]=[CH:4][C:5]([F:26])=[C:6]([CH:7]=1)[C:8]([C:10]1[CH:11]=[C:12]2[C:17]([N:16]=[CH:15][C:14]([N:20]3[CH2:21][CH2:22][N:23]([C:32]([O:31][C:28]([CH3:30])([CH3:29])[CH3:27])=[O:33])[CH2:24][CH2:25]3)=[N:13]2)=[CH:18][CH:19]=1)=[O:9]. The catalyst class is: 1. (5) Reactant: [C:1]([OH:9])(=[O:8])[C:2]([CH2:4][C:5]([OH:7])=[O:6])=[CH2:3].C(O)(=O)C=C.[O-]S(OOS([O-])(=O)=O)(=O)=O.[Na+].[Na+]. Product: [C:5]([OH:7])(=[O:6])[CH:4]=[CH2:2].[C:1]([OH:9])(=[O:8])[C:2]([CH2:4][C:5]([OH:7])=[O:6])=[CH2:3]. The catalyst class is: 6. (6) Reactant: Cl.Cl.[NH2:3][C:4]1[CH:12]=[CH:11][C:7]([C:8]([NH2:10])=[NH:9])=[CH:6][CH:5]=1.C(O)(=O)C.[CH:17]([NH2:19])=[NH:18].NN.ClC1C(=O)C(Cl)=C(Cl)C(=O)C=1Cl. Product: [N:18]1[CH:17]=[N:19][N:10]=[C:8]([C:7]2[CH:11]=[CH:12][C:4]([NH2:3])=[CH:5][CH:6]=2)[N:9]=1. The catalyst class is: 10. (7) Reactant: [Li+].[Cl-].COC([CH:7]1[CH2:13][CH2:12][N:11]([C:14]([O:16][CH:17]([CH3:19])[CH3:18])=[O:15])[C:10]2=[CH:20][S:21][CH:22]=[C:9]2[C:8]1=[O:23])=O. Product: [CH:17]([O:16][C:14]([N:11]1[CH2:12][CH2:13][CH2:7][C:8](=[O:23])[C:9]2=[CH:22][S:21][CH:20]=[C:10]12)=[O:15])([CH3:19])[CH3:18]. The catalyst class is: 58. (8) Reactant: [NH2:1][C:2]1[CH:3]=[N:4][CH:5]=[CH:6][C:7]=1[CH:8]1[CH2:24][CH:12]2[N:13]([C:17]([O:19][C:20]([CH3:23])([CH3:22])[CH3:21])=[O:18])[C:14](=[O:16])[O:15][CH:11]2[CH2:10][CH2:9]1.[Br:25][C:26]1[N:31]=[C:30]([C:32](O)=[O:33])[CH:29]=[CH:28][C:27]=1[F:35]. Product: [Br:25][C:26]1[N:31]=[C:30]([C:32]([NH:1][C:2]2[CH:3]=[N:4][CH:5]=[CH:6][C:7]=2[CH:8]2[CH2:24][CH:12]3[N:13]([C:17]([O:19][C:20]([CH3:21])([CH3:23])[CH3:22])=[O:18])[C:14](=[O:16])[O:15][CH:11]3[CH2:10][CH2:9]2)=[O:33])[CH:29]=[CH:28][C:27]=1[F:35]. The catalyst class is: 25. (9) Reactant: C[Si]([N-:5][Si](C)(C)C)(C)C.[Li+].[C:11]([C:13]1[CH:18]=[CH:17][C:16]([C:19]2[CH:24]=[CH:23][N:22]([CH:25]([CH2:42][C:43]3[CH:48]=[CH:47][CH:46]=[CH:45][CH:44]=3)[C:26]([NH:28][C:29]3[CH:41]=[CH:40][C:32]([C:33]([O:35][C:36]([CH3:39])([CH3:38])[CH3:37])=[O:34])=[CH:31][CH:30]=3)=[O:27])[C:21](=[O:49])[CH:20]=2)=[CH:15][CH:14]=1)#[N:12]. Product: [C:11]([C:13]1[CH:18]=[CH:17][C:16]([C:19]2[CH:24]=[CH:23][N:22]([CH:25]([CH2:42][C:43]3[CH:44]=[CH:45][CH:46]=[CH:47][CH:48]=3)[C:26]([NH:28][C:29]3[CH:30]=[CH:31][C:32]([C:33]([O:35][C:36]([CH3:37])([CH3:39])[CH3:38])=[O:34])=[CH:40][CH:41]=3)=[O:27])[C:21](=[O:49])[CH:20]=2)=[CH:15][CH:14]=1)(=[NH:5])[NH2:12]. The catalyst class is: 1.